This data is from Forward reaction prediction with 1.9M reactions from USPTO patents (1976-2016). The task is: Predict the product of the given reaction. Given the reactants [C:1](=[O:15])([O:5][C:6]1[CH:11]=[CH:10][C:9]([N+:12]([O-:14])=[O:13])=[CH:8][CH:7]=1)[O:2][CH2:3]Cl.[I-:16].[Na+].C(=O)(O)[O-].[Na+], predict the reaction product. The product is: [C:1](=[O:15])([O:5][C:6]1[CH:11]=[CH:10][C:9]([N+:12]([O-:14])=[O:13])=[CH:8][CH:7]=1)[O:2][CH2:3][I:16].